Dataset: NCI-60 drug combinations with 297,098 pairs across 59 cell lines. Task: Regression. Given two drug SMILES strings and cell line genomic features, predict the synergy score measuring deviation from expected non-interaction effect. (1) Synergy scores: CSS=5.55, Synergy_ZIP=-1.42, Synergy_Bliss=-0.917, Synergy_Loewe=-2.35, Synergy_HSA=-0.415. Drug 2: CCN(CC)CCCC(C)NC1=C2C=C(C=CC2=NC3=C1C=CC(=C3)Cl)OC. Cell line: PC-3. Drug 1: C(=O)(N)NO. (2) Cell line: BT-549. Drug 1: C1=C(C(=O)NC(=O)N1)N(CCCl)CCCl. Synergy scores: CSS=6.79, Synergy_ZIP=-8.90, Synergy_Bliss=-4.14, Synergy_Loewe=-9.00, Synergy_HSA=-7.55. Drug 2: CC(C1=C(C=CC(=C1Cl)F)Cl)OC2=C(N=CC(=C2)C3=CN(N=C3)C4CCNCC4)N. (3) Drug 1: C1=C(C(=O)NC(=O)N1)N(CCCl)CCCl. Drug 2: CC1=C(C=C(C=C1)NC(=O)C2=CC=C(C=C2)CN3CCN(CC3)C)NC4=NC=CC(=N4)C5=CN=CC=C5. Cell line: SNB-75. Synergy scores: CSS=16.1, Synergy_ZIP=6.12, Synergy_Bliss=6.26, Synergy_Loewe=2.64, Synergy_HSA=5.87. (4) Drug 1: CC1CCC2CC(C(=CC=CC=CC(CC(C(=O)C(C(C(=CC(C(=O)CC(OC(=O)C3CCCCN3C(=O)C(=O)C1(O2)O)C(C)CC4CCC(C(C4)OC)O)C)C)O)OC)C)C)C)OC. Drug 2: CCCCC(=O)OCC(=O)C1(CC(C2=C(C1)C(=C3C(=C2O)C(=O)C4=C(C3=O)C=CC=C4OC)O)OC5CC(C(C(O5)C)O)NC(=O)C(F)(F)F)O. Cell line: BT-549. Synergy scores: CSS=35.4, Synergy_ZIP=3.08, Synergy_Bliss=7.11, Synergy_Loewe=-2.00, Synergy_HSA=0.120. (5) Drug 1: C1CC(=O)NC(=O)C1N2CC3=C(C2=O)C=CC=C3N. Synergy scores: CSS=-0.200, Synergy_ZIP=1.80, Synergy_Bliss=2.17, Synergy_Loewe=3.03, Synergy_HSA=1.76. Drug 2: C1=CC=C(C(=C1)C(C2=CC=C(C=C2)Cl)C(Cl)Cl)Cl. Cell line: MALME-3M. (6) Drug 1: C(CC(=O)O)C(=O)CN.Cl. Drug 2: C1CC(=O)NC(=O)C1N2C(=O)C3=CC=CC=C3C2=O. Cell line: HS 578T. Synergy scores: CSS=1.41, Synergy_ZIP=-2.92, Synergy_Bliss=-1.34, Synergy_Loewe=-2.95, Synergy_HSA=-1.53.